This data is from Full USPTO retrosynthesis dataset with 1.9M reactions from patents (1976-2016). The task is: Predict the reactants needed to synthesize the given product. Given the product [CH3:1][N:2]1[C:6]([C:22]2[CH:34]=[N:33][C:32]3[C:31]4[C:26](=[C:27]([C:36]([O:38][CH3:39])=[O:37])[CH:28]=[CH:29][C:30]=4[F:35])[NH:25][C:24]=3[CH:23]=2)=[C:5]([CH3:20])[N:4]=[N:3]1, predict the reactants needed to synthesize it. The reactants are: [CH3:1][N:2]1[C:6]([Sn](CCCC)(CCCC)CCCC)=[C:5]([CH3:20])[N:4]=[N:3]1.Br[C:22]1[CH:34]=[N:33][C:32]2[C:31]3[C:26](=[C:27]([C:36]([O:38][CH3:39])=[O:37])[CH:28]=[CH:29][C:30]=3[F:35])[NH:25][C:24]=2[CH:23]=1.